From a dataset of Catalyst prediction with 721,799 reactions and 888 catalyst types from USPTO. Predict which catalyst facilitates the given reaction. Reactant: C([C@H](N[C:12](=[O:35])[C@H:13]([N:18]1[CH:22]=[CH:21][C:20]([C:23]2[CH:28]=[CH:27][C:26]([C:29]3[CH:34]=[CH:33][CH:32]=[CH:31][CH:30]=3)=[CH:25][CH:24]=2)=[CH:19]1)[CH2:14][C:15](O)=[O:16])CO)C1C=CC=CC=1.CN1[CH2:42][CH2:41][O:40]CC1.Cl.[NH2:44][OH:45].Cl.[NH4+:47].[Cl-]. Product: [CH2:20]([C@H:42]([NH:47][C:15](=[O:16])[CH2:14][C@@H:13]([N:18]1[CH:22]=[CH:21][C:20]([C:23]2[CH:24]=[CH:25][C:26]([C:29]3[CH:34]=[CH:33][CH:32]=[CH:31][CH:30]=3)=[CH:27][CH:28]=2)=[CH:19]1)[C:12]([NH:44][OH:45])=[O:35])[CH2:41][OH:40])[C:23]1[CH:28]=[CH:27][CH:26]=[CH:25][CH:24]=1. The catalyst class is: 22.